From a dataset of Full USPTO retrosynthesis dataset with 1.9M reactions from patents (1976-2016). Predict the reactants needed to synthesize the given product. (1) Given the product [Cl:42][C:38]1[CH:37]=[C:36]([C@@H:27]2[C@@H:28]([C:29]3[CH:34]=[CH:33][C:32]([Cl:35])=[CH:31][CH:30]=3)[N:23]([C@@H:20]([CH2:21][CH3:22])[CH2:19][OH:18])[C:24](=[O:48])[C@:25]([CH2:44][C:45]([OH:47])=[O:46])([CH3:43])[CH2:26]2)[CH:41]=[CH:40][CH:39]=1, predict the reactants needed to synthesize it. The reactants are: [Si]([O:18][CH2:19][C@@H:20]([N:23]1[C@H:28]([C:29]2[CH:34]=[CH:33][C:32]([Cl:35])=[CH:31][CH:30]=2)[C@@H:27]([C:36]2[CH:41]=[CH:40][CH:39]=[C:38]([Cl:42])[CH:37]=2)[CH2:26][C@@:25]([CH2:44][C:45]([OH:47])=[O:46])([CH3:43])[C:24]1=[O:48])[CH2:21][CH3:22])(C(C)(C)C)(C1C=CC=CC=1)C1C=CC=CC=1.CCCC[N+](CCCC)(CCCC)CCCC.[F-]. (2) The reactants are: [C:1]([C:3]1[CH:4]=[C:5]2[C:10](=[CH:11][CH:12]=1)[C:9](=[O:13])[CH2:8][CH2:7][C:6]2([CH3:15])[CH3:14])#[CH:2].[CH3:16][O:17][C:18](=[O:27])[CH2:19][C:20]1[CH:25]=[CH:24][C:23](I)=[CH:22][CH:21]=1. Given the product [CH3:14][C:6]1([CH3:15])[C:5]2[CH:4]=[C:3]([C:1]#[C:2][C:23]3[CH:24]=[CH:25][C:20]([CH2:19][C:18]([O:17][CH3:16])=[O:27])=[CH:21][CH:22]=3)[CH:12]=[CH:11][C:10]=2[C:9](=[O:13])[CH2:8][CH2:7]1, predict the reactants needed to synthesize it.